Dataset: Forward reaction prediction with 1.9M reactions from USPTO patents (1976-2016). Task: Predict the product of the given reaction. (1) Given the reactants [CH:1]1([NH:4][C:5]([C:7]2[CH:8]=[CH:9][C:10]([CH3:31])=[C:11]([C:13]3[CH:14]=[C:15]4[C:20](=[CH:21][CH:22]=3)[C:19](=[O:23])[N:18]([CH2:24][CH:25]3[CH2:27][CH2:26]3)[CH:17]=[C:16]4[C:28](O)=[O:29])[CH:12]=2)=[O:6])[CH2:3][CH2:2]1.[NH:32]1[CH2:36][CH2:35][C@@H:34]([NH2:37])[CH2:33]1.C(N(CC)C(C)C)(C)C.CN(C(ON1N=NC2C=CC=NC1=2)=[N+](C)C)C.F[P-](F)(F)(F)(F)F, predict the reaction product. The product is: [NH2:37][C@@H:34]1[CH2:35][CH2:36][N:32]([C:28]([C:16]2[C:15]3[C:20](=[CH:21][CH:22]=[C:13]([C:11]4[CH:12]=[C:7]([CH:8]=[CH:9][C:10]=4[CH3:31])[C:5]([NH:4][CH:1]4[CH2:2][CH2:3]4)=[O:6])[CH:14]=3)[C:19](=[O:23])[N:18]([CH2:24][CH:25]3[CH2:27][CH2:26]3)[CH:17]=2)=[O:29])[CH2:33]1. (2) Given the reactants [CH:1]([O:4][C:5]1[CH:25]=[CH:24][CH:23]=[CH:22][C:6]=1[O:7][CH2:8][CH2:9][CH2:10][N:11]1[C:19](=O)[C:18]2[C:13](=[CH:14][CH:15]=[CH:16][CH:17]=2)C1=O)([CH3:3])[CH3:2].C(OC1C=CC=CC=1O)(C)C.C([O-])([O-])=O.[K+].[K+].BrCCC[N:47]1[C:55](=[O:56])C2[C:49](=[CH:50][CH:51]=[CH:52]C=2)[C:48]1=O, predict the reaction product. The product is: [CH:1]([O:4][C:5]1[CH:25]=[CH:24][CH:23]=[CH:22][C:6]=1[O:7][CH2:8][CH2:9][CH2:10][NH:11][CH2:19][C:18]1[CH:17]=[C:16]([C:55]([N:47]2[CH2:52][CH2:51][CH2:50][CH2:49][CH2:48]2)=[O:56])[CH:15]=[CH:14][CH:13]=1)([CH3:2])[CH3:3].